Dataset: Forward reaction prediction with 1.9M reactions from USPTO patents (1976-2016). Task: Predict the product of the given reaction. (1) Given the reactants [OH:1][C:2]1[CH:7]=[CH:6][C:5]([CH2:8][C:9]([OH:11])=[O:10])=[CH:4][CH:3]=1.[C:12](OC(O[C:12]([CH3:15])([CH3:14])[CH3:13])N(C)C)([CH3:15])([CH3:14])[CH3:13].C(OCC)(=O)C, predict the reaction product. The product is: [C:12]([O:10][C:9](=[O:11])[CH2:8][C:5]1[CH:4]=[CH:3][C:2]([OH:1])=[CH:7][CH:6]=1)([CH3:15])([CH3:14])[CH3:13]. (2) Given the reactants [F:1][C:2]([F:17])([F:16])[C:3]1[CH:4]=[CH:5][C:6]([CH:9]=[C:10]2[CH2:14][CH2:13][CH2:12][C:11]2=[O:15])=[N:7][CH:8]=1.[H][H], predict the reaction product. The product is: [F:16][C:2]([F:1])([F:17])[C:3]1[CH:4]=[CH:5][C:6]([CH2:9][CH:10]2[CH2:14][CH2:13][CH2:12][C:11]2=[O:15])=[N:7][CH:8]=1. (3) The product is: [Cl:17][C:13]1[C:12]([F:18])=[C:11]([C@H:8]([NH2:7])[CH:9]=[CH2:10])[CH:16]=[CH:15][CH:14]=1. Given the reactants C(OC(=O)[NH:7][C@@H:8]([C:11]1[CH:16]=[CH:15][CH:14]=[C:13]([Cl:17])[C:12]=1[F:18])[CH:9]=[CH2:10])(C)(C)C.Cl, predict the reaction product. (4) Given the reactants C1(C(Cl)=O)CC1.[CH:7]1([C:10]([N:12]=[C:13]=[S:14])=[O:11])[CH2:9][CH2:8]1.[Cl:15][C:16]1[CH:17]=[C:18]([CH:20]=[CH:21][C:22]=1[O:23][C:24]1[C:33]2[C:28](=[CH:29][C:30]([O:36][CH3:37])=[C:31]([O:34][CH3:35])[CH:32]=2)[N:27]=[CH:26][CH:25]=1)[NH2:19].C1(C)C=CC=CC=1, predict the reaction product. The product is: [CH:7]1([C:10]([N:12]=[C:13]=[S:14])=[O:11])[CH2:9][CH2:8]1.[Cl:15][C:16]1[CH:17]=[C:18]([NH:19][C:13]([NH:12][C:10]([CH:7]2[CH2:9][CH2:8]2)=[O:11])=[S:14])[CH:20]=[CH:21][C:22]=1[O:23][C:24]1[C:33]2[C:28](=[CH:29][C:30]([O:36][CH3:37])=[C:31]([O:34][CH3:35])[CH:32]=2)[N:27]=[CH:26][CH:25]=1. (5) Given the reactants [ClH:1].C([NH:5][C:6]1[C:15](=[O:16])[C:14]2[N:13]=[C:12]([CH3:17])[CH:11]=[CH:10][C:9]=2[C:8](=[O:18])[CH:7]=1)(=O)C.C(=O)(O)[O-].[Na+], predict the reaction product. The product is: [NH2:5][C:6]1[C:15](=[O:16])[C:14]2[N:13]=[C:12]([CH3:17])[CH:11]=[CH:10][C:9]=2[C:8](=[O:18])[C:7]=1[Cl:1]. (6) Given the reactants [C:1]([NH:8]CCN)([O:3][C:4]([CH3:7])([CH3:6])[CH3:5])=[O:2].[CH:12]([N:15](C(C)C)CC)(C)[CH3:13].[Br:21][C:22]([CH3:27])([CH3:26])[C:23](Br)=[O:24].C(OCC)(=O)C.ClCCl, predict the reaction product. The product is: [C:1]([NH:8][C:23](=[O:24])[C:22]([Br:21])([CH3:27])[CH2:26][CH2:13][CH2:12][NH2:15])([O:3][C:4]([CH3:5])([CH3:7])[CH3:6])=[O:2]. (7) The product is: [F:3][C:4]1[CH:5]=[CH:6][C:7]([C:10]2[CH:14]=[CH:13][N:12]([CH2:15][C@@H:16]([NH:18][C:26](=[O:27])[C:25]3[CH:29]=[CH:30][CH:31]=[CH:32][C:24]=3[N:20]3[N:21]=[CH:22][CH:23]=[N:19]3)[CH3:17])[N:11]=2)=[N:8][CH:9]=1. Given the reactants Cl.Cl.[F:3][C:4]1[CH:5]=[CH:6][C:7]([C:10]2[CH:14]=[CH:13][N:12]([CH2:15][C@@H:16]([NH2:18])[CH3:17])[N:11]=2)=[N:8][CH:9]=1.[N:19]1[N:20]([C:24]2[CH:32]=[CH:31][CH:30]=[CH:29][C:25]=2[C:26](O)=[O:27])[N:21]=[CH:22][CH:23]=1.CN(C(ON1N=NC2C=CC=NC1=2)=[N+](C)C)C.F[P-](F)(F)(F)(F)F.CCN(C(C)C)C(C)C, predict the reaction product.